The task is: Predict the reaction yield, written as a fraction of the theoretical maximum amount of product (1.0 means a 100% yield; for example, 0.34 means a 34% yield).. This data is from Reaction yield outcomes from USPTO patents with 853,638 reactions. (1) The reactants are [F:1][C:2]1[CH:7]=[CH:6][C:5]([CH2:8][C:9](Cl)=[O:10])=[CH:4][CH:3]=1.[S-:12][C:13]#[N:14].[NH4+]. The catalyst is CC#N. The product is [F:1][C:2]1[CH:7]=[CH:6][C:5]([CH2:8][C:9]([N:14]=[C:13]=[S:12])=[O:10])=[CH:4][CH:3]=1. The yield is 1.00. (2) The reactants are Cl[C:2]1[CH:3]=[C:4]([CH:22]=[CH:23][N:24]=1)[C:5]([NH:7][C:8]1[S:9][CH:10]=[C:11]([C:13]2[C:18]([CH3:19])=[CH:17][C:16]([CH3:20])=[CH:15][C:14]=2[CH3:21])[N:12]=1)=[O:6].[NH:25]1[CH2:30][CH2:29][O:28][CH2:27][CH2:26]1.O. The catalyst is CN1CCCC1=O. The product is [C:14]1([CH3:21])[CH:15]=[C:16]([CH3:20])[CH:17]=[C:18]([CH3:19])[C:13]=1[C:11]1[N:12]=[C:8]([NH:7][C:5](=[O:6])[C:4]2[CH:22]=[CH:23][N:24]=[C:2]([N:25]3[CH2:30][CH2:29][O:28][CH2:27][CH2:26]3)[CH:3]=2)[S:9][CH:10]=1. The yield is 0.630. (3) The reactants are [Cl:1][C:2]1[CH:3]=[C:4]([CH:7]=[CH:8][CH:9]=1)[CH2:5]Br.[Cl:10][C:11]1[C:16]([C:17]([NH:19][C:20]2[CH:25]=[CH:24][C:23]([CH2:26][C:27]([O:29][CH2:30][CH3:31])=[O:28])=[CH:22][CH:21]=2)=[O:18])=[C:15]([F:32])[C:14]([OH:33])=[CH:13][CH:12]=1.C(=O)([O-])[O-].[K+].[K+]. The catalyst is CN(C)C=O. The product is [Cl:10][C:11]1[C:16]([C:17]([NH:19][C:20]2[CH:21]=[CH:22][C:23]([CH2:26][C:27]([O:29][CH2:30][CH3:31])=[O:28])=[CH:24][CH:25]=2)=[O:18])=[C:15]([F:32])[C:14]([O:33][CH2:5][C:4]2[CH:7]=[CH:8][CH:9]=[C:2]([Cl:1])[CH:3]=2)=[CH:13][CH:12]=1. The yield is 0.840. (4) The reactants are C(=O)([O-])[O-].[K+].[K+].[CH2:7]([N:9]=[C:10]=[O:11])[CH3:8].[Cl:12][C:13]1[CH:18]=[C:17]([C:19]([F:22])([F:21])[F:20])[CH:16]=[C:15]([N+:23]([O-:25])=[O:24])[C:14]=1[O:26][C:27]1[CH:31]=[C:30]([CH3:32])[NH:29][N:28]=1.Cl. The catalyst is C(OCC)(=O)C. The product is [CH2:7]([NH:9][C:10]([N:29]1[C:30]([CH3:32])=[CH:31][C:27]([O:26][C:14]2[C:15]([N+:23]([O-:25])=[O:24])=[CH:16][C:17]([C:19]([F:20])([F:21])[F:22])=[CH:18][C:13]=2[Cl:12])=[N:28]1)=[O:11])[CH3:8]. The yield is 0.166. (5) The catalyst is C1COCC1.O. The reactants are CCN(CC)CC.[NH2:8][C:9]1[CH:10]=[C:11]([CH:17]=[CH:18][CH:19]=1)[C:12]([O:14]CC)=[O:13].N1P(Cl)(Cl)=NP(Cl)(Cl)=NP=1(Cl)Cl.[Br:32][C:33]1[C:34]([CH3:49])=[N:35][O:36][C:37]=1[NH:38][S:39]([CH:42]1[CH:46]=[CH:45][S:44][C:43]1=[C:47]=[O:48])(=[O:41])=[O:40]. The yield is 0.116. The product is [Br:32][C:33]1[C:34]([CH3:49])=[N:35][O:36][C:37]=1[NH:38][S:39]([C:42]1[CH:46]=[CH:45][S:44][C:43]=1[C:47]([NH:8][C:9]1[CH:19]=[CH:18][CH:17]=[C:11]([C:12]([OH:14])=[O:13])[CH:10]=1)=[O:48])(=[O:40])=[O:41]. (6) The reactants are CCOC(/N=N/C(OCC)=O)=O.[Br:13][C:14]1[C:23]([OH:24])=[C:22]2[C:17]([CH:18]=[N:19][C:20]([Cl:25])=[N:21]2)=[CH:16][CH:15]=1.O[CH:27]1[CH2:32][CH2:31][N:30]([C:33]([O:35][C:36]([CH3:39])([CH3:38])[CH3:37])=[O:34])[CH2:29][CH2:28]1.C1C=CC(P(C2C=CC=CC=2)C2C=CC=CC=2)=CC=1. The catalyst is C1COCC1. The product is [Br:13][C:14]1[C:23]([O:24][CH:27]2[CH2:32][CH2:31][N:30]([C:33]([O:35][C:36]([CH3:39])([CH3:38])[CH3:37])=[O:34])[CH2:29][CH2:28]2)=[C:22]2[C:17]([CH:18]=[N:19][C:20]([Cl:25])=[N:21]2)=[CH:16][CH:15]=1. The yield is 0.800.